Predict the reactants needed to synthesize the given product. From a dataset of Full USPTO retrosynthesis dataset with 1.9M reactions from patents (1976-2016). Given the product [NH2:1][C:2]1[N:3]=[C:4]([C:18]2[O:19][CH:20]=[CH:21][CH:22]=2)[C:5]([C:16]#[N:17])=[C:6]([C:23]2[CH:28]=[CH:27][CH:26]=[CH:25][CH:24]=2)[N:7]=1, predict the reactants needed to synthesize it. The reactants are: [NH2:1][C:2]1[N:7]=[C:6](OS(C(F)(F)F)(=O)=O)[C:5]([C:16]#[N:17])=[C:4]([C:18]2[O:19][CH:20]=[CH:21][CH:22]=2)[N:3]=1.[C:23]1(B(O)O)[CH:28]=[CH:27][CH:26]=[CH:25][CH:24]=1.C(=O)([O-])[O-].[Na+].[Na+].